From a dataset of CYP3A4 inhibition data for predicting drug metabolism from PubChem BioAssay. Regression/Classification. Given a drug SMILES string, predict its absorption, distribution, metabolism, or excretion properties. Task type varies by dataset: regression for continuous measurements (e.g., permeability, clearance, half-life) or binary classification for categorical outcomes (e.g., BBB penetration, CYP inhibition). Dataset: cyp3a4_veith. (1) The molecule is COCCn1c(=O)c(-c2cccc(C#N)c2)nc2cnc(N3CCN(C)CC3)nc21. The result is 0 (non-inhibitor). (2) The compound is Cc1cc(NC(=O)c2cc(C(C)C)on2)no1. The result is 0 (non-inhibitor). (3) The result is 0 (non-inhibitor). The drug is CN(CC(=O)O)Cc1c[nH]c2ccccc12.